From a dataset of Forward reaction prediction with 1.9M reactions from USPTO patents (1976-2016). Predict the product of the given reaction. (1) Given the reactants [Cl:1][C:2]1[CH:7]=[C:6]([CH3:8])[N:5]=[C:4]([NH2:9])[CH:3]=1.[C:10](OC(=O)C)(=[O:12])[CH3:11], predict the reaction product. The product is: [Cl:1][C:2]1[CH:7]=[C:6]([CH3:8])[N:5]=[C:4]([NH:9][C:10](=[O:12])[CH3:11])[CH:3]=1. (2) Given the reactants [OH:1][CH2:2][CH2:3][C:4]1[C:8]([CH3:9])=[CH:7][N:6]([S:10]([N:13]([CH3:15])[CH3:14])(=[O:12])=[O:11])[N:5]=1.[H-].[Na+].[CH3:18]I, predict the reaction product. The product is: [CH3:18][O:1][CH2:2][CH2:3][C:4]1[C:8]([CH3:9])=[CH:7][N:6]([S:10]([N:13]([CH3:15])[CH3:14])(=[O:11])=[O:12])[N:5]=1. (3) Given the reactants [CH3:1][C:2]1[C:7]([I:8])=[CH:6][CH:5]=[CH:4][C:3]=1[N:9]1[C:13](=[O:14])[N:12]([CH3:15])[N:11]=[N:10]1.N(C1(C#N)CCCCC1)=NC1(C#N)CCCCC1.[Br:34]N1C(=O)CCC1=O.ClC1C=CC=CC=1, predict the reaction product. The product is: [Br:34][CH2:1][C:2]1[C:7]([I:8])=[CH:6][CH:5]=[CH:4][C:3]=1[N:9]1[C:13](=[O:14])[N:12]([CH3:15])[N:11]=[N:10]1. (4) Given the reactants Br[C:2]1[CH:3]=[CH:4][C:5]([Cl:22])=[C:6]([CH:21]=1)[C:7]([NH:9][CH2:10][C:11]12[CH2:20][CH:15]3[CH2:16][CH:17]([CH2:19][CH:13]([CH2:14]3)[CH2:12]1)[CH2:18]2)=[O:8].[C:23]([O:27][CH3:28])(=[O:26])[CH:24]=[CH2:25].C(N(CC)CC)C.C1(C)C=CC=CC=1P(C1C=CC=CC=1C)C1C=CC=CC=1C, predict the reaction product. The product is: [Cl:22][C:5]1[CH:4]=[CH:3][C:2](/[CH:25]=[CH:24]/[C:23]([O:27][CH3:28])=[O:26])=[CH:21][C:6]=1[C:7]([NH:9][CH2:10][C:11]12[CH2:20][CH:15]3[CH2:16][CH:17]([CH2:19][CH:13]([CH2:14]3)[CH2:12]1)[CH2:18]2)=[O:8]. (5) Given the reactants [C:1]1(=[CH:6][C:7]#[N:8])[CH2:5][CH2:4][CH2:3][CH2:2]1.[CH3:9][C:10]1([CH3:22])[C:14]([CH3:16])([CH3:15])[O:13][B:12]([C:17]2[CH:18]=[N:19][NH:20][CH:21]=2)[O:11]1.CCCCCCC=CCCC, predict the reaction product. The product is: [CH3:9][C:10]1([CH3:22])[C:14]([CH3:15])([CH3:16])[O:13][B:12]([C:17]2[CH:21]=[N:20][N:19]([C:1]3([CH2:6][C:7]#[N:8])[CH2:5][CH2:4][CH2:3][CH2:2]3)[CH:18]=2)[O:11]1. (6) Given the reactants [C:1]1(/[C:7](/[C:10]2[CH:11]=[N:12][C:13]3[C:18]([C:19]=2[C:20]2[CH:25]=[CH:24][CH:23]=[CH:22][CH:21]=2)=[CH:17][CH:16]=[CH:15][C:14]=3[C:26]([F:29])([F:28])[F:27])=[N:8]\[OH:9])[CH:6]=[CH:5][CH:4]=[CH:3][CH:2]=1.[H-].[Na+].I[CH3:33], predict the reaction product. The product is: [CH3:33][O:9]/[N:8]=[C:7](\[C:1]1[CH:6]=[CH:5][CH:4]=[CH:3][CH:2]=1)/[C:10]1[CH:11]=[N:12][C:13]2[C:18]([C:19]=1[C:20]1[CH:21]=[CH:22][CH:23]=[CH:24][CH:25]=1)=[CH:17][CH:16]=[CH:15][C:14]=2[C:26]([F:29])([F:27])[F:28]. (7) Given the reactants P([O-])([O-])([O-])=O.[K+].[K+].[K+].Cl[C:10]1[CH:11]=[CH:12][C:13]2[N:19]3[CH2:20][C@H:16]([CH2:17][CH2:18]3)[N:15]([C:21]([NH:23][C:24]3[CH:25]=[N:26][CH:27]=[CH:28][CH:29]=3)=[O:22])[C:14]=2[N:30]=1.[CH3:31][N:32]1[CH:37]=[C:36](B2OC(C)(C)C(C)(C)O2)[CH:35]=[CH:34][C:33]1=[O:47].CC(C1C=C(C(C)C)C(C2C=CC=CC=2P(C2CCCCC2)C2CCCCC2)=C(C(C)C)C=1)C, predict the reaction product. The product is: [CH3:31][N:32]1[C:33](=[O:47])[CH:34]=[CH:35][C:36]([C:10]2[CH:11]=[CH:12][C:13]3[N:19]4[CH2:20][C@H:16]([CH2:17][CH2:18]4)[N:15]([C:21]([NH:23][C:24]4[CH:25]=[N:26][CH:27]=[CH:28][CH:29]=4)=[O:22])[C:14]=3[N:30]=2)=[CH:37]1.